Task: Predict the reactants needed to synthesize the given product.. Dataset: Full USPTO retrosynthesis dataset with 1.9M reactions from patents (1976-2016) (1) Given the product [CH2:1]([N:4]([CH:31]1[CH2:32][CH2:33][C:34]2[N:9]=[CH:10][S:11][C:35]=2[CH2:36]1)[C:19](=[O:20])[C:18]1[CH:22]=[CH:23][C:15]([CH2:14][N:4]([CH2:1][CH2:2][CH3:3])[CH:5]2[CH2:13][CH2:12][C:8]3[N:9]=[CH:10][S:11][C:7]=3[CH2:6]2)=[CH:16][CH:17]=1)[CH2:2][CH3:3], predict the reactants needed to synthesize it. The reactants are: [CH2:1]([N:4]([CH2:14][C:15]1[CH:23]=[CH:22][C:18]([C:19](Cl)=[O:20])=[CH:17][CH:16]=1)[CH:5]1[CH2:13][CH2:12][C:8]2[N:9]=[CH:10][S:11][C:7]=2[CH2:6]1)[CH2:2][CH3:3].OCCCCNC(=O)[C:31]1[CH:36]=[CH:35][CH:34]=[CH:33][CH:32]=1. (2) The reactants are: [I:1]I.[C:3]([O:6][C:7]1[CH:8]=[C:9]([C:15]#[C:16][CH2:17][CH2:18][S:19]CC2C=CC=CC=2)[CH:10]=[CH:11][C:12]=1[O:13][CH3:14])(=[O:5])[CH3:4]. Given the product [C:3]([O:6][C:7]1[CH:8]=[C:9]([C:15]2[S:19][CH2:18][CH2:17][C:16]=2[I:1])[CH:10]=[CH:11][C:12]=1[O:13][CH3:14])(=[O:5])[CH3:4], predict the reactants needed to synthesize it. (3) Given the product [ClH:39].[ClH:39].[CH2:33]([N:34]([CH2:37][CH3:38])[CH2:35][CH2:36][O:17][C:14]1[N:13]=[C:12]([C:18]2[CH:19]=[CH:20][CH:21]=[CH:22][CH:23]=2)[C:11]([C:6]2[CH:7]=[CH:8][C:9](=[O:10])[N:4]([CH:1]([CH3:3])[CH3:2])[N:5]=2)=[CH:16][CH:15]=1)[CH3:32], predict the reactants needed to synthesize it. The reactants are: [CH:1]([N:4]1[C:9](=[O:10])[CH:8]=[CH:7][C:6]([C:11]2[CH:16]=[CH:15][C:14](=[O:17])[NH:13][C:12]=2[C:18]2[CH:23]=[CH:22][CH:21]=[CH:20][CH:19]=2)=[N:5]1)([CH3:3])[CH3:2].C([O-])([O-])=O.[K+].[K+].Br.Br[CH2:32][CH2:33][N:34]([CH2:37][CH3:38])[CH2:35][CH3:36].[ClH:39].